From a dataset of TCR-epitope binding with 47,182 pairs between 192 epitopes and 23,139 TCRs. Binary Classification. Given a T-cell receptor sequence (or CDR3 region) and an epitope sequence, predict whether binding occurs between them. (1) Result: 1 (the TCR binds to the epitope). The TCR CDR3 sequence is CAWSVGVSNQPQHF. The epitope is KLMNIQQKL. (2) The epitope is RQLLFVVEV. The TCR CDR3 sequence is CASSQDMKGGSFTGELFF. Result: 0 (the TCR does not bind to the epitope). (3) The TCR CDR3 sequence is CASSLEGQGDGYTF. Result: 0 (the TCR does not bind to the epitope). The epitope is TTLPVNVAF.